From a dataset of NCI-60 drug combinations with 297,098 pairs across 59 cell lines. Regression. Given two drug SMILES strings and cell line genomic features, predict the synergy score measuring deviation from expected non-interaction effect. Drug 1: C1=CC(=CC=C1C#N)C(C2=CC=C(C=C2)C#N)N3C=NC=N3. Drug 2: C1=NC2=C(N1)C(=S)N=CN2. Cell line: IGROV1. Synergy scores: CSS=16.1, Synergy_ZIP=-5.05, Synergy_Bliss=-1.32, Synergy_Loewe=-1.77, Synergy_HSA=-0.190.